Task: Predict the reaction yield, written as a fraction of the theoretical maximum amount of product (1.0 means a 100% yield; for example, 0.34 means a 34% yield).. Dataset: Reaction yield outcomes from USPTO patents with 853,638 reactions (1) The reactants are [O:1]([CH2:8][C:9]([N:11]1[CH2:16][CH2:15][C:14]2[NH:17][N:18]=[C:19]([C:20]3[CH:25]=[CH:24][CH:23]=[CH:22][CH:21]=3)[C:13]=2[CH2:12]1)=[O:10])[C:2]1[CH:7]=[CH:6][CH:5]=[CH:4][CH:3]=1.[H-].[Na+].I[CH2:29][CH3:30]. The catalyst is CN(C=O)C. The product is [CH2:29]([N:17]1[C:14]2[CH2:15][CH2:16][N:11]([C:9](=[O:10])[CH2:8][O:1][C:2]3[CH:7]=[CH:6][CH:5]=[CH:4][CH:3]=3)[CH2:12][C:13]=2[C:19]([C:20]2[CH:25]=[CH:24][CH:23]=[CH:22][CH:21]=2)=[N:18]1)[CH3:30].[CH2:29]([N:18]1[C:19]([C:20]2[CH:25]=[CH:24][CH:23]=[CH:22][CH:21]=2)=[C:13]2[CH2:12][N:11]([C:9](=[O:10])[CH2:8][O:1][C:2]3[CH:7]=[CH:6][CH:5]=[CH:4][CH:3]=3)[CH2:16][CH2:15][C:14]2=[N:17]1)[CH3:30]. The yield is 0.438. (2) The reactants are [NH2:1][C:2]1[N:7]=[C:6]([NH2:8])[C:5]([O:9][C:10]2[C:11]([CH:21]([CH3:23])[CH3:22])=[CH:12][C:13]([O:19][CH3:20])=[C:14]([C:16](=[O:18])[CH3:17])[CH:15]=2)=[CH:4][N:3]=1.[BH4-].[Na+].[NH4+].[Cl-]. The catalyst is CO. The product is [NH2:1][C:2]1[N:7]=[C:6]([NH2:8])[C:5]([O:9][C:10]2[C:11]([CH:21]([CH3:23])[CH3:22])=[CH:12][C:13]([O:19][CH3:20])=[C:14]([CH:16]([OH:18])[CH3:17])[CH:15]=2)=[CH:4][N:3]=1. The yield is 0.600. (3) The reactants are Br[C:2]1[CH:3]=[N:4][C:5]([S:8]([CH3:11])(=[O:10])=[O:9])=[N:6][CH:7]=1.[C:12]1([C:18]#[CH:19])[CH:17]=[CH:16][CH:15]=[CH:14][CH:13]=1.C(N(CC)CC)C. The catalyst is C1COCC1.C1C=CC(P(C2C=CC=CC=2)C2C=CC=CC=2)=CC=1.C1C=CC(P(C2C=CC=CC=2)C2C=CC=CC=2)=CC=1.Cl[Pd]Cl.[Cu]I.C1(P(C2C=CC=CC=2)C2C=CC=CC=2)C=CC=CC=1. The product is [CH3:11][S:8]([C:5]1[N:4]=[CH:3][C:2]([C:19]#[C:18][C:12]2[CH:17]=[CH:16][CH:15]=[CH:14][CH:13]=2)=[CH:7][N:6]=1)(=[O:10])=[O:9]. The yield is 0.570. (4) The reactants are [Cl:1][C:2]1[CH:7]=[C:6]([Cl:8])[CH:5]=[CH:4][C:3]=1[C:9]1[N:10]=[C:11](/[CH:14]=[CH:15]/[C:16]2[CH:21]=[CH:20][C:19]([O:22][CH3:23])=[CH:18][CH:17]=2)[NH:12][CH:13]=1.Br[CH2:25][CH2:26][CH2:27][CH3:28]. No catalyst specified. The product is [CH2:25]([N:12]1[CH:13]=[C:9]([C:3]2[CH:4]=[CH:5][C:6]([Cl:8])=[CH:7][C:2]=2[Cl:1])[N:10]=[C:11]1/[CH:14]=[CH:15]/[C:16]1[CH:17]=[CH:18][C:19]([O:22][CH3:23])=[CH:20][CH:21]=1)[CH2:26][CH2:27][CH3:28]. The yield is 0.810. (5) The reactants are Cl[C:2]1[N:7]=[C:6]([CH2:8][CH2:9][C:10]2[CH:15]=[CH:14][CH:13]=[CH:12][C:11]=2[C:16]2([C:19]([NH2:21])=[O:20])[CH2:18][CH2:17]2)[C:5]([Cl:22])=[CH:4][N:3]=1.[NH2:23][C:24]1[CH:25]=[CH:26][C:27]([C:30]#[N:31])=[N:28][CH:29]=1.C([O-])([O-])=O.[Cs+].[Cs+]. The catalyst is C1COCC1.C([O-])(=O)C.[Pd+2].C([O-])(=O)C.CC1(C)C2C(=C(P(C3C=CC=CC=3)C3C=CC=CC=3)C=CC=2)OC2C(P(C3C=CC=CC=3)C3C=CC=CC=3)=CC=CC1=2. The product is [Cl:22][C:5]1[C:6]([CH2:8][CH2:9][C:10]2[CH:15]=[CH:14][CH:13]=[CH:12][C:11]=2[C:16]2([C:19]([NH2:21])=[O:20])[CH2:18][CH2:17]2)=[N:7][C:2]([NH:23][C:24]2[CH:29]=[N:28][C:27]([C:30]#[N:31])=[CH:26][CH:25]=2)=[N:3][CH:4]=1. The yield is 0.700. (6) The reactants are [N+:1]([C:4]1[CH:16]=[CH:15][C:7]([CH2:8][NH:9][S:10]([CH2:13][CH3:14])(=[O:12])=[O:11])=[CH:6][CH:5]=1)([O-])=O. The catalyst is CO.O1CCCC1.[Pd]. The product is [NH2:1][C:4]1[CH:16]=[CH:15][C:7]([CH2:8][NH:9][S:10]([CH2:13][CH3:14])(=[O:12])=[O:11])=[CH:6][CH:5]=1. The yield is 0.740. (7) No catalyst specified. The product is [ClH:31].[NH2:7][C:8]1[N:9]=[C:10]([C:14]2[CH:15]=[CH:16][C:17]([S:20]([N:23]3[CH2:27][CH2:26][CH2:25][C@@H:24]3[CH2:28][OH:29])(=[O:22])=[O:21])=[CH:18][CH:19]=2)[CH:11]=[CH:12][CH:13]=1. The yield is 0.860. The reactants are C(OC(=O)[NH:7][C:8]1[CH:13]=[CH:12][CH:11]=[C:10]([C:14]2[CH:19]=[CH:18][C:17]([S:20]([N:23]3[CH2:27][CH2:26][CH2:25][CH:24]3[CH2:28][OH:29])(=[O:22])=[O:21])=[CH:16][CH:15]=2)[N:9]=1)(C)(C)C.[ClH:31].CO. (8) The reactants are [NH2:1][CH:2]([C:8]1[C:13]([Cl:14])=[CH:12][C:11]([Br:15])=[CH:10][N:9]=1)C(OCC)=O. The catalyst is Cl. The product is [ClH:14].[Br:15][C:11]1[CH:12]=[C:13]([Cl:14])[C:8]([CH2:2][NH2:1])=[N:9][CH:10]=1. The yield is 0.650.